Task: Predict the reactants needed to synthesize the given product.. Dataset: Full USPTO retrosynthesis dataset with 1.9M reactions from patents (1976-2016) (1) Given the product [C:7]([C:3]1[C:2]([C:9]2[CH2:10][CH2:11][N:12]([CH2:29][C:30]([NH:32][C:33]3[CH:38]=[CH:37][CH:36]=[CH:35][C:34]=3[C:39]([F:40])([F:41])[F:42])=[O:31])[CH2:13][CH:14]=2)=[N:1][CH:6]=[CH:5][CH:4]=1)#[N:8], predict the reactants needed to synthesize it. The reactants are: [N:1]1[CH:6]=[CH:5][CH:4]=[C:3]([C:7]#[N:8])[C:2]=1[C:9]1[CH2:10][CH2:11][NH:12][CH2:13][CH:14]=1.ClCC(NC1C(C)=CC=CC=1C)=O.Cl[CH2:29][C:30]([NH:32][C:33]1[CH:38]=[CH:37][CH:36]=[CH:35][C:34]=1[C:39]([F:42])([F:41])[F:40])=[O:31]. (2) Given the product [Cl:5][C:6]1[CH:7]=[CH:8][C:9]([O:17][CH2:18][C:19]2[CH:24]=[CH:23][C:22]([Cl:25])=[CH:21][C:20]=2[F:26])=[C:10]([CH:16]=1)[CH2:11][N:12]1[CH2:13][CH2:14][O:15][S:2]1=[O:1], predict the reactants needed to synthesize it. The reactants are: [O:1]=[S:2](Cl)Cl.[Cl:5][C:6]1[CH:7]=[CH:8][C:9]([O:17][CH2:18][C:19]2[CH:24]=[CH:23][C:22]([Cl:25])=[CH:21][C:20]=2[F:26])=[C:10]([CH:16]=1)[CH2:11][NH:12][CH2:13][CH2:14][OH:15].N1C=CN=C1. (3) The reactants are: C(OC([N:8]1[C@H:17]([C:18]([NH:20][C@H:21]([CH2:40][C:41]2[CH:46]=[CH:45][C:44]([Cl:47])=[CH:43][CH:42]=2)[C:22]([N:24]2[CH2:29][CH2:28][N:27]([C:30]3[CH:39]=[CH:38][CH:37]=[CH:36][C:31]=3[C:32]([O:34][CH3:35])=[O:33])[CH2:26][CH2:25]2)=[O:23])=[O:19])[CH2:16][C:15]2[C:10](=[CH:11][CH:12]=[CH:13][CH:14]=2)[CH2:9]1)=O)(C)(C)C.Cl. Given the product [CH2:9]1[C:10]2[C:15](=[CH:14][CH:13]=[CH:12][CH:11]=2)[CH2:16][C@@H:17]([C:18]([NH:20][C@H:21]([CH2:40][C:41]2[CH:46]=[CH:45][C:44]([Cl:47])=[CH:43][CH:42]=2)[C:22]([N:24]2[CH2:25][CH2:26][N:27]([C:30]3[CH:39]=[CH:38][CH:37]=[CH:36][C:31]=3[C:32]([O:34][CH3:35])=[O:33])[CH2:28][CH2:29]2)=[O:23])=[O:19])[NH:8]1, predict the reactants needed to synthesize it. (4) Given the product [Cl:1][C:2]1[CH:9]=[CH:8][C:5]([CH2:6][NH:7][C:18]2[CH:19]=[N:20][CH:21]=[CH:13][C:14]=2[C:15]([OH:17])=[O:16])=[C:4]([O:10][CH3:11])[CH:3]=1, predict the reactants needed to synthesize it. The reactants are: [Cl:1][C:2]1[CH:9]=[CH:8][C:5]([CH2:6][NH2:7])=[C:4]([O:10][CH3:11])[CH:3]=1.F[C:13]1[CH:21]=[N:20][CH:19]=[CH:18][C:14]=1[C:15]([OH:17])=[O:16]. (5) The reactants are: [BH4-].[Na+].[Cl-].[CH2:4]([N+:11]1[CH:16]=[CH:15][C:14]([C:17]([F:20])([F:19])[F:18])=[CH:13][CH:12]=1)[C:5]1[CH:10]=[CH:9][CH:8]=[CH:7][CH:6]=1.O. Given the product [CH2:4]([N:11]1[CH2:12][CH:13]=[C:14]([C:17]([F:20])([F:18])[F:19])[CH2:15][CH2:16]1)[C:5]1[CH:6]=[CH:7][CH:8]=[CH:9][CH:10]=1, predict the reactants needed to synthesize it. (6) Given the product [C:31]([O:30][C:29]([N:28]=[S:26]([C:45]1[CH:46]=[CH:47][C:48]([O:12][C:9]2[C:10]3[C:5]([CH:6]=[C:7]([C:13]([O:15][CH2:16][CH3:17])=[O:14])[CH:8]=2)=[N:4][N:3]([CH2:1][CH3:2])[CH:11]=3)=[CH:54][CH:43]=1)([CH3:25])=[O:27])=[O:35])([CH3:34])([CH3:33])[CH3:32], predict the reactants needed to synthesize it. The reactants are: [CH2:1]([N:3]1[CH:11]=[C:10]2[C:5]([CH:6]=[C:7]([C:13]([O:15][CH2:16][CH3:17])=[O:14])[CH:8]=[C:9]2[OH:12])=[N:4]1)[CH3:2].BrC1C=CC([CH2:25][S:26](=[N:28][C:29](=[O:35])[O:30][C:31]([CH3:34])([CH3:33])[CH3:32])[O-:27])=CC=1.C(=O)([O-])[O-].[Cs+].[Cs+].C[C:43]([CH3:54])([C:45](=O)[CH2:46][C:47](=O)[C:48](C)(C)C)C. (7) Given the product [C:35]([C:19]1[CH:18]=[C:17]([C:16]([C:15]2[CH:20]=[N:11][CH:12]=[CH:13][CH:14]=2)=[O:31])[N:1]2[C:10]3[C:5](=[CH:6][CH:7]=[CH:8][CH:9]=3)[CH:4]=[CH:3][C:2]=12)#[N:38], predict the reactants needed to synthesize it. The reactants are: [NH+:1]1[C:10]2[C:5](=[CH:6][CH:7]=[CH:8][CH:9]=2)[CH:4]=[CH:3][CH:2]=1.[N:11]1[C:20]2[C:15](=[CH:16][CH:17]=[CH:18][CH:19]=2)[CH:14]=[CH:13][CH:12]=1.[Cr](O[Cr]([O-])(=O)=O)([O-])(=O)=O.C(=O)(O)[O-:31].[Na+].[C:35](#[N:38])C=C.